Dataset: Catalyst prediction with 721,799 reactions and 888 catalyst types from USPTO. Task: Predict which catalyst facilitates the given reaction. (1) Reactant: [F:1][C:2]1[CH:3]=[CH:4][C:5]2[NH:14][C:13](=S)[C:12]3[CH:11]=[C:10]([CH3:16])[S:9][C:8]=3[NH:7][C:6]=2[CH:17]=1.FC(F)(F)S(OC)(=O)=O.[CH3:27][O:28][CH2:29][CH2:30][C@H:31]1[CH2:36][NH:35][CH2:34][CH2:33][NH:32]1. Product: [F:1][C:2]1[CH:3]=[CH:4][C:5]2[N:14]=[C:13]([N:35]3[CH2:34][CH2:33][NH:32][C@@H:31]([CH2:30][CH2:29][O:28][CH3:27])[CH2:36]3)[C:12]3[CH:11]=[C:10]([CH3:16])[S:9][C:8]=3[NH:7][C:6]=2[CH:17]=1. The catalyst class is: 4. (2) Reactant: Br[CH2:2][C:3]1[CH:8]=[CH:7][CH:6]=[C:5]([N+:9]([O-:11])=[O:10])[CH:4]=1.[F:12][C:13]1[C:18]([F:19])=[CH:17][C:16]([C:20]2[CH:25]=[CH:24][C:23]([OH:26])=[CH:22][CH:21]=2)=[C:15]([O:27][CH3:28])[CH:14]=1.C(=O)([O-])[O-].[K+].[K+].FC1C=C(F)C=CC=1C1C=CC(OCC2C=CC=C([N+]([O-])=O)C=2)=CC=1. Product: [F:12][C:13]1[C:18]([F:19])=[CH:17][C:16]([C:20]2[CH:21]=[CH:22][C:23]([O:26][CH2:2][C:3]3[CH:8]=[CH:7][CH:6]=[C:5]([N+:9]([O-:11])=[O:10])[CH:4]=3)=[CH:24][CH:25]=2)=[C:15]([O:27][CH3:28])[CH:14]=1. The catalyst class is: 21. (3) Reactant: C[O:2][C:3](=[O:33])[CH2:4][CH2:5][C:6]1[CH:11]=[CH:10][C:9]([O:12][C:13]2[CH:18]=[CH:17][C:16]([C:19]([CH3:32])([CH3:31])[C:20](=[O:30])[NH:21][NH:22][C:23]([O:25][C:26]([CH3:29])([CH3:28])[CH3:27])=[O:24])=[CH:15][CH:14]=2)=[CH:8][CH:7]=1.[OH-].[Li+]. Product: [C:26]([O:25][C:23]([NH:22][NH:21][C:20]([C:19]([CH3:32])([CH3:31])[C:16]1[CH:17]=[CH:18][C:13]([O:12][C:9]2[CH:8]=[CH:7][C:6]([CH2:5][CH2:4][C:3]([OH:33])=[O:2])=[CH:11][CH:10]=2)=[CH:14][CH:15]=1)=[O:30])=[O:24])([CH3:29])([CH3:27])[CH3:28]. The catalyst class is: 20.